This data is from Catalyst prediction with 721,799 reactions and 888 catalyst types from USPTO. The task is: Predict which catalyst facilitates the given reaction. (1) Reactant: [CH3:1][C:2]1[CH:7]=[CH:6][CH:5]=[C:4]([CH3:8])[C:3]=1[CH2:9][S:10]([C:13]1[CH:14]=[C:15]2[C:19](=[CH:20][CH:21]=1)[NH:18][C:17](=[O:22])/[C:16]/2=[CH:23]\[C:24]1[NH:28][C:27]([CH3:29])=[C:26]([C:30]([OH:32])=O)[C:25]=1[CH3:33])(=[O:12])=[O:11].[NH:34]1[CH2:39][CH2:38][CH:37]([OH:40])[CH2:36][CH2:35]1.C1C=CC2N(O)N=NC=2C=1.CCN=C=NCCCN(C)C.Cl. Product: [CH3:1][C:2]1[CH:7]=[CH:6][CH:5]=[C:4]([CH3:8])[C:3]=1[CH2:9][S:10]([C:13]1[CH:14]=[C:15]2[C:19](=[CH:20][CH:21]=1)[NH:18][C:17](=[O:22])/[C:16]/2=[CH:23]\[C:24]1[NH:28][C:27]([CH3:29])=[C:26]([C:30]([N:34]2[CH2:39][CH2:38][CH:37]([OH:40])[CH2:36][CH2:35]2)=[O:32])[C:25]=1[CH3:33])(=[O:11])=[O:12]. The catalyst class is: 3. (2) Reactant: [Cl:1][C:2]1[C:3]2[CH:10]=[C:9]([O:11]C)[C:8]([OH:13])=[C:7]([N+:14]([O-:16])=[O:15])[C:4]=2[S:5][CH:6]=1.[Cl-].[Cl-].[Cl-].[Al+3].Cl. Product: [Cl:1][C:2]1[C:3]2[CH:10]=[C:9]([OH:11])[C:8]([OH:13])=[C:7]([N+:14]([O-:16])=[O:15])[C:4]=2[S:5][CH:6]=1. The catalyst class is: 17.